From a dataset of Full USPTO retrosynthesis dataset with 1.9M reactions from patents (1976-2016). Predict the reactants needed to synthesize the given product. (1) Given the product [NH2:1][CH2:4][C@@:5]1([CH2:16][C:17]([O:19][C:20]([CH3:22])([CH3:21])[CH3:23])=[O:18])[CH2:11][C@H:10]2[C@@H:6]1[CH:7]=[C:8]([CH:12]([CH2:14][CH3:15])[CH3:13])[CH2:9]2, predict the reactants needed to synthesize it. The reactants are: [N+:1]([CH2:4][C@@:5]1([CH2:16][C:17]([O:19][C:20]([CH3:23])([CH3:22])[CH3:21])=[O:18])[CH2:11][C@H:10]2[C@@H:6]1[CH:7]=[C:8]([CH:12]([CH2:14][CH3:15])[CH3:13])[CH2:9]2)([O-])=O.[Cl-].[NH4+]. (2) Given the product [Br:13][C:14]1[C:15](=[O:16])[N:9]([CH2:8][C:7]2[CH:11]=[CH:12][C:4]([O:3][CH3:2])=[CH:5][CH:6]=2)[NH:10][C:17](=[O:19])[CH:18]=1, predict the reactants needed to synthesize it. The reactants are: Cl.[CH3:2][O:3][C:4]1[CH:12]=[CH:11][C:7]([CH2:8][NH:9][NH2:10])=[CH:6][CH:5]=1.[Br:13][C:14]1[C:15](=O)[O:16][C:17](=[O:19])[CH:18]=1. (3) Given the product [P:30]([O:25][C@@:9]([C:3]1[CH:4]=[CH:5][C:6]([F:8])=[CH:7][C:2]=1[F:1])([C@H:16]([C:18]1[C:23]([F:24])=[CH:22][N:21]=[CH:20][N:19]=1)[CH3:17])[CH2:10][N:11]1[CH:15]=[N:14][CH:13]=[N:12]1)([O:31][CH2:32][C:33]1[CH:34]=[CH:35][CH:36]=[CH:37][CH:38]=1)([O:39][CH2:40][C:41]1[CH:42]=[CH:43][CH:44]=[CH:45][CH:46]=1)=[O:55], predict the reactants needed to synthesize it. The reactants are: [F:1][C:2]1[CH:7]=[C:6]([F:8])[CH:5]=[CH:4][C:3]=1[C@:9]([OH:25])([C@H:16]([C:18]1[C:23]([F:24])=[CH:22][N:21]=[CH:20][N:19]=1)[CH3:17])[CH2:10][N:11]1[CH:15]=[N:14][CH:13]=[N:12]1.C(N(C(C)C)[P:30]([O:39][CH2:40][C:41]1[CH:46]=[CH:45][CH:44]=[CH:43][CH:42]=1)[O:31][CH2:32][C:33]1[CH:38]=[CH:37][CH:36]=[CH:35][CH:34]=1)(C)C.ClC1C=C(C=CC=1)C(OO)=[O:55].